From a dataset of Full USPTO retrosynthesis dataset with 1.9M reactions from patents (1976-2016). Predict the reactants needed to synthesize the given product. Given the product [C:1]([C:3]1[CH:4]=[C:5]([C:10]2[CH:11]=[C:12]([CH:17]=[CH:18][N:19]=2)[C:13]([OH:15])=[O:14])[CH:6]=[CH:7][C:8]=1[O:9][CH2:24][CH:20]1[CH2:23][CH2:22][CH2:21]1)#[N:2], predict the reactants needed to synthesize it. The reactants are: [C:1]([C:3]1[CH:4]=[C:5]([C:10]2[CH:11]=[C:12]([CH:17]=[CH:18][N:19]=2)[C:13]([O:15]C)=[O:14])[CH:6]=[CH:7][C:8]=1[OH:9])#[N:2].[CH:20]1([CH2:24]Br)[CH2:23][CH2:22][CH2:21]1.